Dataset: Full USPTO retrosynthesis dataset with 1.9M reactions from patents (1976-2016). Task: Predict the reactants needed to synthesize the given product. (1) Given the product [OH:6][C:7]1[CH:12]=[CH:11][CH:10]=[CH:9][C:8]=1[C:13]1[CH:18]=[CH:17][CH:16]=[C:15]([B:19]([OH:21])[OH:20])[CH:14]=1, predict the reactants needed to synthesize it. The reactants are: B(Br)(Br)Br.C[O:6][C:7]1[CH:12]=[CH:11][CH:10]=[CH:9][C:8]=1[C:13]1[CH:18]=[CH:17][CH:16]=[C:15]([B:19]([OH:21])[OH:20])[CH:14]=1.CO. (2) Given the product [ClH:27]1[C:4]2[CH:3]=[CH:2][CH:1]=[CH:6][C:5]=2[CH:7]=[CH:17]1, predict the reactants needed to synthesize it. The reactants are: [CH:1]1[CH:2]=[CH:3][C:4](C(O)=O)=[C:5]([C:7]2[C:17]3C=CC(O)=CC=3OC3C=2C=CC(C=3)=O)[CH:6]=1.P(Cl)(Cl)(Cl)(Cl)[Cl:27].O=P(Cl)(Cl)Cl. (3) Given the product [CH2:43]([O:45][C:46](=[O:51])[CH2:47][CH2:48][CH2:49][NH:50][C:32]([N:27]1[C:28]2[C:24](=[CH:23][C:22]([O:21][CH2:20][C:13]3[S:14][C:15]([C:16]([F:19])([F:17])[F:18])=[C:11]([C:5]4[CH:6]=[CH:7][CH:8]=[CH:9][CH:10]=4)[CH:12]=3)=[CH:30][CH:29]=2)[CH2:25][CH2:26]1)=[O:34])[CH3:44], predict the reactants needed to synthesize it. The reactants are: ClCCl.Cl.[C:5]1([C:11]2[CH:12]=[C:13]([CH2:20][O:21][C:22]3[CH:23]=[C:24]4[C:28](=[CH:29][CH:30]=3)[NH:27][CH2:26][CH2:25]4)[S:14][C:15]=2[C:16]([F:19])([F:18])[F:17])[CH:10]=[CH:9][CH:8]=[CH:7][CH:6]=1.Cl[C:32](Cl)([O:34]C(=O)OC(Cl)(Cl)Cl)Cl.[CH2:43]([O:45][C:46](=[O:51])[CH2:47][CH2:48][CH2:49][NH2:50])[CH3:44].